From a dataset of Peptide-MHC class I binding affinity with 185,985 pairs from IEDB/IMGT. Regression. Given a peptide amino acid sequence and an MHC pseudo amino acid sequence, predict their binding affinity value. This is MHC class I binding data. (1) The peptide sequence is NEKVAGFAKF. The MHC is HLA-B40:02 with pseudo-sequence HLA-B40:02. The binding affinity (normalized) is 0. (2) The peptide sequence is LFFTTTLFL. The MHC is HLA-A29:02 with pseudo-sequence HLA-A29:02. The binding affinity (normalized) is 0.158. (3) The binding affinity (normalized) is 0.415. The MHC is HLA-A24:02 with pseudo-sequence HLA-A24:02. The peptide sequence is AYERMCNIL.